This data is from Catalyst prediction with 721,799 reactions and 888 catalyst types from USPTO. The task is: Predict which catalyst facilitates the given reaction. Reactant: [C:1]([N:8]1[CH:12]=[CH:11]N=[CH:9]1)(N1C=CN=C1)=[O:2].C(O)=O.C(NC[CH2:20][C:21]1[CH:26]=[CH:25][C:24]([OH:27])=[CH:23][CH:22]=1)C.CO. Product: [CH:1]([N:8]([CH2:9][CH2:20][C:21]1[CH:26]=[CH:25][C:24]([OH:27])=[CH:23][CH:22]=1)[CH2:12][CH3:11])=[O:2]. The catalyst class is: 7.